Predict the reaction yield, written as a fraction of the theoretical maximum amount of product (1.0 means a 100% yield; for example, 0.34 means a 34% yield). From a dataset of Reaction yield outcomes from USPTO patents with 853,638 reactions. (1) The reactants are [CH2:1]([C:7]1([C:12]2[CH:13]=C(O)C3[C@@H:16]4[CH2:27][C:26]([CH3:28])=[CH:25][CH2:24][C@H:17]4[C:18]([CH3:23])([CH3:22])[O:19][C:20]=3[CH:21]=2)SCCS1)[CH2:2][CH2:3][CH2:4][CH2:5][CH3:6].[CH2:30]([OH:32])[CH3:31].[OH2:33]. The catalyst is [N+]([O-])([O-])=O.[Ag+].CCCCCC. The product is [OH:32][C:30]1[CH:13]=[C:12]([C:7](=[O:33])[CH2:1][CH2:2][CH2:3][CH2:4][CH2:5][CH3:6])[CH:21]=[C:20]2[C:31]=1[C@@H:16]1[CH2:27][C:26]([CH3:28])=[CH:25][CH2:24][C@H:17]1[C:18]([CH3:23])([CH3:22])[O:19]2. The yield is 0.800. (2) The reactants are [F:1][C:2]([F:20])([F:19])[O:3][C:4]1[CH:9]=[CH:8][CH:7]=[CH:6][C:5]=1[C:10]1[CH:15]=[CH:14][CH:13]=[C:12]([C:16](=[O:18])[CH3:17])[CH:11]=1.[Br:21]Br. The catalyst is CO.Br. The product is [Br:21][CH2:17][C:16]([C:12]1[CH:11]=[C:10]([C:5]2[CH:6]=[CH:7][CH:8]=[CH:9][C:4]=2[O:3][C:2]([F:19])([F:20])[F:1])[CH:15]=[CH:14][CH:13]=1)=[O:18]. The yield is 0.750. (3) The reactants are [CH2:1]1[C:9]2[C:4](=[CH:5][C:6]([CH2:10][C:11]#[N:12])=[CH:7][CH:8]=2)[CH2:3][CH2:2]1.[OH-].[Na+].Br[CH2:16][CH2:17]Cl. The catalyst is C1(C)C=CC=CC=1.[N+](CCCC)(CCCC)(CCCC)CCCC.[Br-].O. The product is [CH2:3]1[C:4]2[C:9](=[CH:8][CH:7]=[C:6]([C:10]3([C:11]#[N:12])[CH2:17][CH2:16]3)[CH:5]=2)[CH2:1][CH2:2]1. The yield is 0.160. (4) The yield is 0.810. The catalyst is C(#N)C. The reactants are [CH3:1][C@H:2]1[CH2:7][NH:6][C@H:5]([CH3:8])[CH2:4][N:3]1[C:9]([O:11][CH2:12][CH3:13])=[O:10].[CH2:14](Br)[CH:15]=[CH2:16].C(=O)([O-])[O-].[Na+].[Na+]. The product is [CH2:16]([N:6]1[C@H:5]([CH3:8])[CH2:4][N:3]([C:9]([O:11][CH2:12][CH3:13])=[O:10])[C@@H:2]([CH3:1])[CH2:7]1)[CH:15]=[CH2:14]. (5) The reactants are [NH2:1][C:2]1[CH:3]=[C:4]([CH:7]=[CH:8][CH:9]=1)[CH2:5][OH:6].[C:10](OC(=O)C)(=[O:12])[CH3:11]. The catalyst is C1COCC1.CCOC(C)=O. The product is [OH:6][CH2:5][C:4]1[CH:3]=[C:2]([NH:1][C:10](=[O:12])[CH3:11])[CH:9]=[CH:8][CH:7]=1. The yield is 0.850. (6) The reactants are [Cl:1][C:2]1[CH:7]=[CH:6][CH:5]=[CH:4][C:3]=1B(O)O.[NH2:11][C:12]1[N:13]=[C:14]([N:23]2[CH2:28][CH2:27][N:26]([C:29](=[O:39])[CH2:30][O:31][C:32]3[CH:37]=[CH:36][C:35]([Cl:38])=[CH:34][CH:33]=3)[CH2:25][CH2:24]2)[C:15]2[N:21]=[C:20](Cl)[CH:19]=[CH:18][C:16]=2[N:17]=1. No catalyst specified. The product is [NH2:11][C:12]1[N:13]=[C:14]([N:23]2[CH2:24][CH2:25][N:26]([C:29](=[O:39])[CH2:30][O:31][C:32]3[CH:37]=[CH:36][C:35]([Cl:38])=[CH:34][CH:33]=3)[CH2:27][CH2:28]2)[C:15]2[N:21]=[C:20]([C:3]3[CH:4]=[CH:5][CH:6]=[CH:7][C:2]=3[Cl:1])[CH:19]=[CH:18][C:16]=2[N:17]=1. The yield is 0.730. (7) The reactants are Cl[Ru:2](Cl)[C:3]1[CH2:10][CH2:9][CH2:8][CH2:7]C=CC=1.[CH3:12][Si:13]([C:16]1([Na])[CH:20]=[CH:19][CH:18]=[CH:17]1)([CH3:15])[CH3:14]. The catalyst is O1CCCC1. The product is [CH3:12][Si:13]([C:16]1([Ru:2][C:3]2([Si:13]([CH3:15])([CH3:14])[CH3:12])[CH:10]=[CH:9][CH:8]=[CH:7]2)[CH:20]=[CH:19][CH:18]=[CH:17]1)([CH3:15])[CH3:14]. The yield is 0.130. (8) The catalyst is CCCCO. The reactants are Cl[C:2]1[N:7]=[CH:6][N:5]=[C:4]([NH2:8])[C:3]=1[C:9]1[O:10][CH:11]=[C:12]([CH3:14])[N:13]=1.[NH2:15][CH:16]([C:19]1[N:28]([C:29]2[CH:34]=[CH:33][CH:32]=[CH:31][C:30]=2[CH3:35])[C:27](=[O:36])[C:26]2[C:21](=[CH:22][CH:23]=[CH:24][C:25]=2[CH3:37])[N:20]=1)[CH2:17][CH3:18].CCN(C(C)C)C(C)C.CCOC(C)=O. The product is [NH2:8][C:4]1[N:5]=[CH:6][N:7]=[C:2]([NH:15][C@H:16]([C:19]2[N:28]([C:29]3[CH:34]=[CH:33][CH:32]=[CH:31][C:30]=3[CH3:35])[C:27](=[O:36])[C:26]3[C:21](=[CH:22][CH:23]=[CH:24][C:25]=3[CH3:37])[N:20]=2)[CH2:17][CH3:18])[C:3]=1[C:9]1[O:10][CH:11]=[C:12]([CH3:14])[N:13]=1. The yield is 0.776.